From a dataset of Catalyst prediction with 721,799 reactions and 888 catalyst types from USPTO. Predict which catalyst facilitates the given reaction. (1) Reactant: [CH:1]1([C:4]2[C:5]([N:24]([C:29]3[CH:30]=[CH:31][C:32]([N+:39]([O-:41])=[O:40])=[C:33]([CH2:35][C:36]([OH:38])=[O:37])[CH:34]=3)[S:25]([CH3:28])(=[O:27])=[O:26])=[CH:6][C:7]3[O:11][C:10]([C:12]4[CH:17]=[CH:16][C:15]([F:18])=[CH:14][CH:13]=4)=[C:9]([C:19](=[O:22])[NH:20][CH3:21])[C:8]=3[CH:23]=2)[CH2:3][CH2:2]1.[Si](C=[N+]=[N-])(C)(C)[CH3:43].CCCCCC. Product: [CH:1]1([C:4]2[C:5]([N:24]([C:29]3[CH:30]=[CH:31][C:32]([N+:39]([O-:41])=[O:40])=[C:33]([CH2:35][C:36]([O:38][CH3:43])=[O:37])[CH:34]=3)[S:25]([CH3:28])(=[O:27])=[O:26])=[CH:6][C:7]3[O:11][C:10]([C:12]4[CH:17]=[CH:16][C:15]([F:18])=[CH:14][CH:13]=4)=[C:9]([C:19](=[O:22])[NH:20][CH3:21])[C:8]=3[CH:23]=2)[CH2:3][CH2:2]1. The catalyst class is: 656. (2) Reactant: [CH2:1]([O:3][CH2:4][CH2:5][N:6]1[CH:10]=[C:9](I)[CH:8]=[N:7]1)[CH3:2].C(O[B:16]1[O:20][C:19]([CH3:22])([CH3:21])[C:18]([CH3:24])([CH3:23])[O:17]1)(C)C. Product: [CH2:1]([O:3][CH2:4][CH2:5][N:6]1[CH:10]=[C:9]([B:16]2[O:20][C:19]([CH3:22])([CH3:21])[C:18]([CH3:24])([CH3:23])[O:17]2)[CH:8]=[N:7]1)[CH3:2]. The catalyst class is: 1.